This data is from Forward reaction prediction with 1.9M reactions from USPTO patents (1976-2016). The task is: Predict the product of the given reaction. (1) Given the reactants F[C:2]1[C:7](F)=[C:6](I)C=C[C:3]=1[C:10]1C=[CH:14][C:13](C2C=CC(CCC)=CC=2)=[CH:12][C:11]=1F.OCC(C)(CO)C.CC(C)=O, predict the reaction product. The product is: [CH3:6][CH2:7][CH2:2][CH2:3][CH2:10][CH2:11][CH2:12][CH2:13][CH3:14]. (2) The product is: [C:26]12([O:36][C:37](=[O:50])[CH2:38][CH2:39][C:40]3[CH:41]=[C:42]4[C:46](=[CH:47][CH:48]=3)[C:45](=[C:3]3[C:4]5[C:9](=[CH:8][CH:7]=[CH:6][CH:5]=5)[NH:1][C:2]3=[O:10])[O:44][CH2:43]4)[CH2:33][CH:32]3[CH2:31][CH:30]([CH2:29][CH:28]([CH2:34]3)[CH2:27]1)[CH2:35]2. Given the reactants [NH:1]1[C:9]2[C:4](=[CH:5][CH:6]=[CH:7][CH:8]=2)[CH2:3][C:2]1=[O:10].[Li+].C[Si]([N-][Si](C)(C)C)(C)C.C1COCC1.[C:26]12([O:36][C:37](=[O:50])[CH2:38][CH2:39][C:40]3[CH:41]=[C:42]4[C:46](=[CH:47][CH:48]=3)[C:45](=O)[O:44][CH2:43]4)[CH2:35][CH:30]3[CH2:31][CH:32]([CH2:34][CH:28]([CH2:29]3)[CH2:27]1)[CH2:33]2, predict the reaction product. (3) Given the reactants [C:1]([O:5][CH2:6][CH3:7])(=[O:4])[CH2:2][OH:3].C(N(C(C)C)CC)(C)C.Cl[C:18]([O:20][C:21]1[CH:26]=[CH:25][CH:24]=[CH:23][CH:22]=1)=[O:19], predict the reaction product. The product is: [C:21]1([O:20][C:18]([O:3][CH2:2][C:1]([O:5][CH2:6][CH3:7])=[O:4])=[O:19])[CH:26]=[CH:25][CH:24]=[CH:23][CH:22]=1. (4) Given the reactants [CH2:1]([N:3]1[C:7]2=[N:8][C:9]([CH2:28][CH3:29])=[C:10]([CH2:19][NH:20][C:21](=[O:27])[CH2:22][CH2:23][C:24](O)=[O:25])[C:11]([NH:12][CH:13]3[CH2:18][CH2:17][O:16][CH2:15][CH2:14]3)=[C:6]2[CH:5]=[N:4]1)[CH3:2].[Br:30][C:31]1[CH:32]=[C:33]([CH2:38][NH2:39])[CH:34]=[CH:35][C:36]=1[CH3:37].CN(C(ON1N=NC2C=CC=NC1=2)=[N+](C)C)C.F[P-](F)(F)(F)(F)F.C(N(CC)CC)C, predict the reaction product. The product is: [Br:30][C:31]1[CH:32]=[C:33]([CH2:38][NH:39][C:24](=[O:25])[CH2:23][CH2:22][C:21]([NH:20][CH2:19][C:10]2[C:11]([NH:12][CH:13]3[CH2:14][CH2:15][O:16][CH2:17][CH2:18]3)=[C:6]3[CH:5]=[N:4][N:3]([CH2:1][CH3:2])[C:7]3=[N:8][C:9]=2[CH2:28][CH3:29])=[O:27])[CH:34]=[CH:35][C:36]=1[CH3:37]. (5) Given the reactants [CH3:1][O:2][C:3]1[C:8]2[S:9](=[O:28])(=[O:27])[CH2:10][C:11]3[C:15]([C:16]([O:18]CC)=[O:17])=[N:14][N:13]([C:21]4[CH:26]=[CH:25][CH:24]=[CH:23][CH:22]=4)[C:12]=3[C:7]=2[CH:6]=[CH:5][CH:4]=1.[OH-].[Na+], predict the reaction product. The product is: [CH3:1][O:2][C:3]1[C:8]2[S:9](=[O:28])(=[O:27])[CH2:10][C:11]3[C:15]([C:16]([OH:18])=[O:17])=[N:14][N:13]([C:21]4[CH:22]=[CH:23][CH:24]=[CH:25][CH:26]=4)[C:12]=3[C:7]=2[CH:6]=[CH:5][CH:4]=1.